Dataset: Forward reaction prediction with 1.9M reactions from USPTO patents (1976-2016). Task: Predict the product of the given reaction. (1) Given the reactants Cl[C:2]1[CH:7]=[C:6]([NH:8][C:9]2[C:18]([F:19])=[CH:17][CH:16]=[CH:15][C:10]=2[C:11]([NH:13][CH3:14])=[O:12])[C:5]([Cl:20])=[CH:4][N:3]=1.[NH2:21][C:22]1[N:26]([CH2:27]C)[N:25]=[C:24]([CH2:29][CH2:30][OH:31])[CH:23]=1.C(=O)([O-])[O-].[Cs+].[Cs+].CC1(C)C2C(=C(P(C3C=CC=CC=3)C3C=CC=CC=3)C=CC=2)OC2C(P(C3C=CC=CC=3)C3C=CC=CC=3)=CC=CC1=2, predict the reaction product. The product is: [Cl:20][C:5]1[C:6]([NH:8][C:9]2[C:18]([F:19])=[CH:17][CH:16]=[CH:15][C:10]=2[C:11]([NH:13][CH3:14])=[O:12])=[CH:7][C:2]([NH:21][C:22]2[N:26]([CH3:27])[N:25]=[C:24]([CH2:29][CH2:30][OH:31])[CH:23]=2)=[N:3][CH:4]=1. (2) The product is: [CH3:5][C:2]([C:6]1[CH:11]=[CH:10][C:9]([N+:12]([O-:14])=[O:13])=[CH:8][CH:7]=1)([CH3:1])[CH:3]=[O:4]. Given the reactants [CH3:1][C:2]([C:6]1[CH:11]=[CH:10][C:9]([N+:12]([O-:14])=[O:13])=[CH:8][CH:7]=1)([CH3:5])[CH2:3][OH:4].CC(OI1(OC(C)=O)(OC(C)=O)OC(=O)C2C=CC=CC1=2)=O, predict the reaction product. (3) Given the reactants Br[C:2]1[C:8]([C:9]([F:12])([F:11])[F:10])=[CH:7][C:5]([NH2:6])=[CH:4][C:3]=1[Cl:13].C(=O)([O-])[O-].[Na+].[Na+].CC1(C)C(C)(C)OB([C:28]2[CH:33]=[CH:32][C:31]([S:34]([CH2:37][CH:38]3[CH2:43][CH2:42][N:41]([C:44]([O:46][C:47]([CH3:50])([CH3:49])[CH3:48])=[O:45])[CH2:40][CH2:39]3)(=[O:36])=[O:35])=[CH:30][CH:29]=2)O1.O, predict the reaction product. The product is: [NH2:6][C:5]1[CH:7]=[C:8]([C:9]([F:12])([F:11])[F:10])[C:2]([C:28]2[CH:33]=[CH:32][C:31]([S:34]([CH2:37][CH:38]3[CH2:39][CH2:40][N:41]([C:44]([O:46][C:47]([CH3:50])([CH3:49])[CH3:48])=[O:45])[CH2:42][CH2:43]3)(=[O:36])=[O:35])=[CH:30][CH:29]=2)=[C:3]([Cl:13])[CH:4]=1. (4) Given the reactants [Cl:1][C:2]1[CH:7]=[CH:6][C:5]([C:8]2[C:12]([C:13]3[CH:18]=[CH:17][N:16]=[C:15]([NH:19][C:20]4[CH:25]=[CH:24][C:23]([CH2:26][N:27]5[CH2:32][CH2:31][N:30]([CH3:33])[CH2:29][CH2:28]5)=[CH:22][CH:21]=4)[N:14]=3)=[CH:11][NH:10][N:9]=2)=[CH:4][CH:3]=1.[CH3:34]O, predict the reaction product. The product is: [Cl:1][C:2]1[CH:7]=[CH:6][C:5]([C:8]2[N:9]([CH3:34])[N:10]=[CH:11][C:12]=2[C:13]2[CH:18]=[CH:17][N:16]=[C:15]([NH:19][C:20]3[CH:21]=[CH:22][C:23]([CH2:26][N:27]4[CH2:28][CH2:29][N:30]([CH3:33])[CH2:31][CH2:32]4)=[CH:24][CH:25]=3)[N:14]=2)=[CH:4][CH:3]=1. (5) Given the reactants [CH3:1][C@H:2]1[CH2:6][CH2:5][CH2:4][N:3]1[CH:7]1[CH2:11][CH2:10][C@H:9]([C:12]2[CH:17]=[CH:16][C:15]([NH2:18])=[CH:14][CH:13]=2)[CH2:8]1.[O:19]1[CH2:24][CH2:23][CH:22]([C:25](Cl)=[O:26])[CH2:21][CH2:20]1.N1C=CC=CC=1.N.CO, predict the reaction product. The product is: [CH3:1][C@H:2]1[CH2:6][CH2:5][CH2:4][N:3]1[CH:7]1[CH2:11][CH2:10][C@H:9]([C:12]2[CH:17]=[CH:16][C:15]([NH:18][C:25]([CH:22]3[CH2:23][CH2:24][O:19][CH2:20][CH2:21]3)=[O:26])=[CH:14][CH:13]=2)[CH2:8]1. (6) The product is: [CH3:1][O:2][CH2:3][CH2:4][CH2:5][NH:6][C:7]1[CH:12]=[C:11]([CH:13]([CH3:14])[CH3:15])[N:10]=[CH:9][C:8]=1[C:16]([N:22]([CH2:21][CH:20]([CH3:44])[CH3:19])[C@H:23]1[CH2:28][C@@H:27]([C:29]([N:31]2[CH2:36][CH2:35][O:34][CH2:33][CH2:32]2)=[O:30])[CH2:26][N:25]([C:37]([O:39][C:40]([CH3:41])([CH3:42])[CH3:43])=[O:38])[CH2:24]1)=[O:18]. Given the reactants [CH3:1][O:2][CH2:3][CH2:4][CH2:5][NH:6][C:7]1[CH:12]=[C:11]([CH:13]([CH3:15])[CH3:14])[N:10]=[CH:9][C:8]=1[C:16]([OH:18])=O.[CH3:19][CH:20]([CH3:44])[CH2:21][NH:22][C@H:23]1[CH2:28][C@@H:27]([C:29]([N:31]2[CH2:36][CH2:35][O:34][CH2:33][CH2:32]2)=[O:30])[CH2:26][N:25]([C:37]([O:39][C:40]([CH3:43])([CH3:42])[CH3:41])=[O:38])[CH2:24]1.C(N(C(C)C)CC)(C)C.F[P-](F)(F)(F)(F)F.ClC(N(C)C)=[N+](C)C.C(=O)([O-])O.[Na+], predict the reaction product. (7) Given the reactants [CH3:1][O:2][C:3](=[O:20])[NH:4][CH2:5][C@@H:6]1[O:10][C:9](=[O:11])[N:8]([C:12]2[CH:17]=[CH:16][C:15](I)=[C:14]([F:19])[CH:13]=2)[CH2:7]1.[B:21]1([B:21]2[O:25][C:24]([CH3:27])([CH3:26])[C:23]([CH3:29])([CH3:28])[O:22]2)[O:25][C:24]([CH3:27])([CH3:26])[C:23]([CH3:29])([CH3:28])[O:22]1.C([O-])(=O)C.[K+], predict the reaction product. The product is: [CH3:1][O:2][C:3](=[O:20])[NH:4][CH2:5][C@@H:6]1[O:10][C:9](=[O:11])[N:8]([C:12]2[CH:17]=[CH:16][C:15]([B:21]3[O:25][C:24]([CH3:27])([CH3:26])[C:23]([CH3:29])([CH3:28])[O:22]3)=[C:14]([F:19])[CH:13]=2)[CH2:7]1. (8) Given the reactants [OH:1][CH2:2][C:3]#[C:4][C:5]1[CH:6]=[C:7]2[C:12](=[CH:13][C:14]=1[O:15][CH:16]1[CH2:21][CH2:20][N:19]([C:22]([O:24][C:25]([CH3:28])([CH3:27])[CH3:26])=[O:23])[CH2:18][CH2:17]1)[N:11]=[C:10]([NH:29][C:30]1[CH:35]=[CH:34][CH:33]=[C:32]([C:36]3[O:40][CH:39]=[N:38][CH:37]=3)[CH:31]=1)[N:9]=[CH:8]2, predict the reaction product. The product is: [O:40]1[C:36]([C:32]2[CH:31]=[C:30]([NH:29][C:10]3[N:9]=[CH:8][C:7]4[C:12](=[CH:13][C:14]([O:15][CH:16]5[CH2:17][CH2:18][N:19]([C:22]([O:24][C:25]([CH3:28])([CH3:27])[CH3:26])=[O:23])[CH2:20][CH2:21]5)=[C:5]([C:4]#[C:3][CH:2]=[O:1])[CH:6]=4)[N:11]=3)[CH:35]=[CH:34][CH:33]=2)=[CH:37][N:38]=[CH:39]1. (9) Given the reactants [H-].[Na+].[Br:3][C:4]1[CH:5]=[CH:6][C:7]([CH2:10][OH:11])=[N:8][CH:9]=1.CI.[C:14](OCC)(=O)C, predict the reaction product. The product is: [Br:3][C:4]1[CH:5]=[CH:6][C:7]([CH2:10][O:11][CH3:14])=[N:8][CH:9]=1. (10) Given the reactants C([O:5][C:6](=[O:46])[CH2:7][CH:8]([C:29](=[O:45])[NH:30][CH2:31][CH2:32][C:33]1[CH:38]=[CH:37][C:36]([C:39]2[CH:44]=[CH:43][CH:42]=[CH:41][CH:40]=2)=[CH:35][CH:34]=1)[CH2:9][CH2:10][P:11]([O:21]CC1C=CC=CC=1)([O:13]CC1C=CC=CC=1)=[O:12])(C)(C)C.C1(C2C=CC=CC=2)C=CC(CCNC(C(CC(=O)NO)CC(O)=O)=O)=CC=1, predict the reaction product. The product is: [C:36]1([C:39]2[CH:40]=[CH:41][CH:42]=[CH:43][CH:44]=2)[CH:37]=[CH:38][C:33]([CH2:32][CH2:31][NH:30][C:29]([CH:8]([CH2:9][CH2:10][P:11]([OH:21])([OH:13])=[O:12])[CH2:7][C:6]([OH:46])=[O:5])=[O:45])=[CH:34][CH:35]=1.